Dataset: Full USPTO retrosynthesis dataset with 1.9M reactions from patents (1976-2016). Task: Predict the reactants needed to synthesize the given product. (1) Given the product [OH:11][C:12]1([C:18]([O:20][CH3:21])=[O:19])[CH2:13][CH2:14][N:15]([C:2]2[N:7]=[CH:6][C:5]([B:8]([OH:10])[OH:9])=[CH:4][N:3]=2)[CH2:16][CH2:17]1, predict the reactants needed to synthesize it. The reactants are: Cl[C:2]1[N:7]=[CH:6][C:5]([B:8]([OH:10])[OH:9])=[CH:4][N:3]=1.[OH:11][C:12]1([C:18]([O:20][CH3:21])=[O:19])[CH2:17][CH2:16][NH:15][CH2:14][CH2:13]1. (2) Given the product [F:8][C:9]1[C:14]([O:15][CH3:16])=[CH:13][C:12]([O:17][CH3:18])=[C:11]([F:19])[C:10]=1[C:20]1[N:25]=[CH:24][C:23]2[C:26]([C:40]3[CH:39]=[N:38][C:37]([N:34]4[CH2:33][CH2:32][N:31]([CH3:30])[CH2:36][CH2:35]4)=[CH:42][CH:41]=3)=[N:27][NH:28][C:22]=2[CH:21]=1, predict the reactants needed to synthesize it. The reactants are: C(O)(C(F)(F)F)=O.[F:8][C:9]1[C:14]([O:15][CH3:16])=[CH:13][C:12]([O:17][CH3:18])=[C:11]([F:19])[C:10]=1[C:20]1[N:25]=[CH:24][C:23]2[C:26](I)=[N:27][NH:28][C:22]=2[CH:21]=1.[CH3:30][N:31]1[CH2:36][CH2:35][N:34]([C:37]2[CH:42]=[CH:41][C:40](B3OC(C)(C)C(C)(C)O3)=[CH:39][N:38]=2)[CH2:33][CH2:32]1. (3) Given the product [C:1]([C:5]1[CH:10]=[CH:9][C:8]([NH:11][C:12](=[O:33])[NH:13][C@@H:14]([C:16]2[CH:21]=[CH:20][C:19]([NH:22][S:23]([CH3:26])(=[O:24])=[O:25])=[C:18]([C:27]#[CH:28])[CH:17]=2)[CH3:15])=[CH:7][CH:6]=1)([CH3:4])([CH3:3])[CH3:2], predict the reactants needed to synthesize it. The reactants are: [C:1]([C:5]1[CH:10]=[CH:9][C:8]([NH:11][C:12](=[O:33])[NH:13][C@@H:14]([C:16]2[CH:21]=[CH:20][C:19]([NH:22][S:23]([CH3:26])(=[O:25])=[O:24])=[C:18]([C:27]#[C:28][Si](C)(C)C)[CH:17]=2)[CH3:15])=[CH:7][CH:6]=1)([CH3:4])([CH3:3])[CH3:2].[F-].C([N+](CCCC)(CCCC)CCCC)CCC. (4) Given the product [CH3:22][C:3]1[C:2]([NH:31][CH2:30][CH:27]2[CH2:28][CH2:29][N:24]([CH3:23])[CH2:25][CH2:26]2)=[N:7][N:6]2[C:8]([C:11]3[CH:16]=[CH:15][CH:14]=[C:13]([O:17][C:18]([F:21])([F:20])[F:19])[CH:12]=3)=[CH:9][N:10]=[C:5]2[CH:4]=1, predict the reactants needed to synthesize it. The reactants are: Cl[C:2]1[C:3]([CH3:22])=[CH:4][C:5]2[N:6]([C:8]([C:11]3[CH:16]=[CH:15][CH:14]=[C:13]([O:17][C:18]([F:21])([F:20])[F:19])[CH:12]=3)=[CH:9][N:10]=2)[N:7]=1.[CH3:23][N:24]1[CH2:29][CH2:28][CH:27]([CH2:30][NH2:31])[CH2:26][CH2:25]1.CC([O-])(C)C.[Na+]. (5) Given the product [CH3:46][S:43]([N:40]1[CH2:41][CH2:42][C@H:38]([NH:37][C:34]2[CH:35]=[CH:36][C:31]([NH:30][C:15]3[N:16]=[C:17]([O:18][C:19]4[CH:20]=[C:21]([NH:25][C:26](=[O:29])[CH:27]=[CH2:28])[CH:22]=[CH:23][CH:24]=4)[C:12]4[CH:11]=[CH:10][NH:9][C:13]=4[N:14]=3)=[CH:32][CH:33]=2)[CH2:39]1)(=[O:45])=[O:44], predict the reactants needed to synthesize it. The reactants are: C(OC[N:9]1[C:13]2[N:14]=[C:15]([NH:30][C:31]3[CH:36]=[CH:35][C:34]([NH:37][C@H:38]4[CH2:42][CH2:41][N:40]([S:43]([CH3:46])(=[O:45])=[O:44])[CH2:39]4)=[CH:33][CH:32]=3)[N:16]=[C:17]([O:18][C:19]3[CH:24]=[CH:23][CH:22]=[C:21]([NH:25][C:26](=[O:29])[CH:27]=[CH2:28])[CH:20]=3)[C:12]=2[CH:11]=[CH:10]1)(=O)C(C)(C)C.CO.C1COCC1.[OH-].[Na+].